This data is from Full USPTO retrosynthesis dataset with 1.9M reactions from patents (1976-2016). The task is: Predict the reactants needed to synthesize the given product. (1) Given the product [CH3:13][O:14][C:15]1[C:16]([CH3:23])=[C:17]([C:18]([CH3:22])=[CH:19][C:20]=1[CH3:21])[CH2:2][Cl:1], predict the reactants needed to synthesize it. The reactants are: [Cl:1][CH2:2]C1C(C)=CC2OCOC=2C=1.[CH3:13][O:14][C:15]1[C:20]([CH3:21])=[CH:19][C:18]([CH3:22])=[CH:17][C:16]=1[CH3:23]. (2) Given the product [CH:1]1[CH:2]=[CH:3][C:4]2[S:14][C:13]3[CH:12]=[CH:11][C:10]([C:15]([F:18])([F:17])[F:16])=[CH:9][C:8]=3[N:7]([CH2:19][CH2:20][CH2:21][N:22]3[CH2:23][CH2:24][N:25]([CH2:28][CH2:29][OH:30])[CH2:26][CH2:27]3)[C:5]=2[CH:6]=1.[C:36]([O-:40])(=[O:39])[CH2:37][CH3:38], predict the reactants needed to synthesize it. The reactants are: [CH:1]1[CH:2]=[CH:3][C:4]2[S:14][C:13]3[CH:12]=[CH:11][C:10]([C:15]([F:18])([F:17])[F:16])=[CH:9][C:8]=3[N:7]([CH2:19][CH2:20][CH2:21][N:22]3[CH2:27][CH2:26][N:25]([CH2:28][CH2:29][OH:30])[CH2:24][CH2:23]3)[C:5]=2[CH:6]=1.C(Cl)(=O)CC.[C:36]([OH:40])(=[O:39])[CH2:37][CH3:38]. (3) Given the product [CH2:1]([C:3]1[N:4]([CH2:25][CH2:24][O:23][CH3:22])[N:5]=[C:6]([C:11]([NH2:13])=[O:12])[C:7]=1[N+:8]([O-:10])=[O:9])[CH3:2], predict the reactants needed to synthesize it. The reactants are: [CH2:1]([C:3]1[C:7]([N+:8]([O-:10])=[O:9])=[C:6]([C:11]([NH2:13])=[O:12])[NH:5][N:4]=1)[CH3:2].C(=O)([O-])[O-].[Na+].[Na+].[I-].[Na+].[CH3:22][O:23][CH2:24][CH2:25]Br. (4) Given the product [CH3:1][N:2]([CH3:28])[C:3]([C:5]1[N:22]([CH:23]2[CH2:27][CH2:26][CH2:25][CH2:24]2)[C:8]2[N:9]=[C:10]([NH:13][C:14]3[CH:19]=[CH:18][C:17]([CH2:20][N:33]4[CH2:34][CH2:35][N:30]([CH3:29])[CH2:31][CH2:32]4)=[CH:16][N:15]=3)[N:11]=[CH:12][C:7]=2[CH:6]=1)=[O:4], predict the reactants needed to synthesize it. The reactants are: [CH3:1][N:2]([CH3:28])[C:3]([C:5]1[N:22]([CH:23]2[CH2:27][CH2:26][CH2:25][CH2:24]2)[C:8]2[N:9]=[C:10]([NH:13][C:14]3[CH:19]=[CH:18][C:17]([CH:20]=O)=[CH:16][N:15]=3)[N:11]=[CH:12][C:7]=2[CH:6]=1)=[O:4].[CH3:29][N:30]1[CH2:35][CH2:34][NH:33][CH2:32][CH2:31]1. (5) Given the product [C:1]([O:5][C:6](=[O:14])[CH2:7][CH2:8][N:9]([C:18]1[C:19]([N+:23]([O-:25])=[O:24])=[CH:20][N:21]=[C:16]([Cl:15])[N:17]=1)[CH2:10][CH2:11][O:12][CH3:13])([CH3:4])([CH3:3])[CH3:2], predict the reactants needed to synthesize it. The reactants are: [C:1]([O:5][C:6](=[O:14])[CH2:7][CH2:8][NH:9][CH2:10][CH2:11][O:12][CH3:13])([CH3:4])([CH3:3])[CH3:2].[Cl:15][C:16]1[N:21]=[C:20](Cl)[C:19]([N+:23]([O-:25])=[O:24])=[CH:18][N:17]=1.C(=O)(O)[O-].[K+].